From a dataset of Forward reaction prediction with 1.9M reactions from USPTO patents (1976-2016). Predict the product of the given reaction. (1) Given the reactants [Si:1]([O:8][CH2:9][C@H:10]([CH3:15])[C:11]([O:13]C)=O)([C:4]([CH3:7])([CH3:6])[CH3:5])([CH3:3])[CH3:2].Cl.[CH3:17][NH:18][O:19][CH3:20].C([Mg]Cl)(C)C, predict the reaction product. The product is: [Si:1]([O:8][CH2:9][C@H:10]([CH3:15])[C:11]([N:18]([O:19][CH3:20])[CH3:17])=[O:13])([C:4]([CH3:5])([CH3:6])[CH3:7])([CH3:2])[CH3:3]. (2) Given the reactants C(OC([N:8]([CH:32]([CH3:34])[CH3:33])[CH2:9][CH2:10][N:11]([CH2:29][C:30]#[CH:31])[S:12]([C:15]1[CH:24]=[CH:23][C:22]2[NH:21][C:20](=[O:25])[C:19]3[NH:26][CH:27]=[CH:28][C:18]=3[C:17]=2[CH:16]=1)(=[O:14])=[O:13])=O)(C)(C)C.[CH2:35]([C:38]([O-:40])=[O:39])[CH2:36][CH3:37].[ClH:41], predict the reaction product. The product is: [CH:32]([NH:8][CH2:9][CH2:10][N:11]([CH2:29][C:30]#[CH:31])[S:12]([C:15]1[CH:24]=[CH:23][C:22]2[NH:21][C:20](=[O:25])[C:19]3[NH:26][CH:27]=[CH:28][C:18]=3[C:17]=2[CH:16]=1)(=[O:14])=[O:13])([CH3:34])[CH3:33].[ClH:41].[CH2:35]([C:38]([OH:40])=[O:39])[CH2:36][CH3:37]. (3) Given the reactants [CH3:1][C:2]1[CH:7]=[CH:6][C:5]([C:8]2[CH:13]=[CH:12][C:11]([CH2:14][NH2:15])=[CH:10][CH:9]=2)=[CH:4][CH:3]=1.[F:16][C:17]1[CH:22]=[CH:21][C:20]([C:23]2[C:24]([C:29]([NH:31][C:32]3[CH:33]=[C:34]([C:38](O)=[O:39])[N:35]([CH3:37])[CH:36]=3)=[O:30])=[CH:25][CH:26]=[CH:27][CH:28]=2)=[CH:19][CH:18]=1.CN(C(ON1N=NC2C=CC=CC1=2)=[N+](C)C)C.[B-](F)(F)(F)F.C(N(C(C)C)C(C)C)C, predict the reaction product. The product is: [CH3:1][C:2]1[CH:3]=[CH:4][C:5]([C:8]2[CH:13]=[CH:12][C:11]([CH2:14][NH:15][C:38]([C:34]3[N:35]([CH3:37])[CH:36]=[C:32]([NH:31][C:29]([C:24]4[C:23]([C:20]5[CH:19]=[CH:18][C:17]([F:16])=[CH:22][CH:21]=5)=[CH:28][CH:27]=[CH:26][CH:25]=4)=[O:30])[CH:33]=3)=[O:39])=[CH:10][CH:9]=2)=[CH:6][CH:7]=1. (4) Given the reactants [Br:1][C:2]1[C:10]([CH3:11])=[CH:9][C:5]([C:6]([OH:8])=[O:7])=[C:4]([OH:12])[CH:3]=1.S(Cl)(Cl)=O.[CH2:17](Cl)Cl.O, predict the reaction product. The product is: [Br:1][C:2]1[C:10]([CH3:11])=[CH:9][C:5]([C:6]([O:8][CH3:17])=[O:7])=[C:4]([OH:12])[CH:3]=1.